This data is from Reaction yield outcomes from USPTO patents with 853,638 reactions. The task is: Predict the reaction yield, written as a fraction of the theoretical maximum amount of product (1.0 means a 100% yield; for example, 0.34 means a 34% yield). (1) The reactants are [CH3:1][C:2]1[C:16](=[O:17])[N:15]=[C:14]2[N:4]([C@@H:5]3[O:9][C@H:8]([CH2:10][OH:11])[C@@H:7]([OH:12])[C@@H:6]3[O:13]2)[CH:3]=1.[CH3:18][O:19][CH2:20][CH2:21][O:22]B([O:22][CH2:21][CH2:20][O:19][CH3:18])[O:22][CH2:21][CH2:20][O:19][CH3:18]. The catalyst is COCCO. The product is [CH3:18][O:19][CH2:20][CH2:21][O:22][C@@H:6]1[C@H:7]([OH:12])[C@@H:8]([CH2:10][OH:11])[O:9][C@H:5]1[N:4]1[CH:3]=[C:2]([CH3:1])[C:16](=[O:17])[NH:15][C:14]1=[O:13]. The yield is 0.630. (2) The reactants are [CH3:1][C:2]([CH3:7])=[CH:3][C:4](O)=[O:5].O=S(Cl)Cl.[NH2:12][C:13]1[CH:18]=[CH:17][CH:16]=[CH:15][CH:14]=1.CCN(CC)CC. No catalyst specified. The product is [C:13]1([NH:12][C:4](=[O:5])[CH:3]=[C:2]([CH3:7])[CH3:1])[CH:18]=[CH:17][CH:16]=[CH:15][CH:14]=1. The yield is 0.800. (3) The reactants are CN(C)C=O.[I:6]N1C(=O)CCC1=O.[NH2:14][C:15]1[C:23]([O:24][CH3:25])=[C:22]([F:26])[CH:21]=[C:20]([CH3:27])[C:16]=1[C:17]([OH:19])=[O:18]. The catalyst is O. The product is [NH2:14][C:15]1[C:23]([O:24][CH3:25])=[C:22]([F:26])[C:21]([I:6])=[C:20]([CH3:27])[C:16]=1[C:17]([OH:19])=[O:18]. The yield is 0.780.